This data is from Full USPTO retrosynthesis dataset with 1.9M reactions from patents (1976-2016). The task is: Predict the reactants needed to synthesize the given product. (1) Given the product [Cl:1][C:2]1[C:3]([C:12]2([CH:15]([NH:17][C:28](=[O:29])[C:27]3[C:26]([F:25])=[CH:34][CH:33]=[CH:32][C:31]=3[F:35])[CH3:16])[CH2:14][CH2:13]2)=[N:4][CH:5]=[C:6]([C:8]([F:11])([F:9])[F:10])[CH:7]=1, predict the reactants needed to synthesize it. The reactants are: [Cl:1][C:2]1[C:3]([C:12]2([CH:15]([NH2:17])[CH3:16])[CH2:14][CH2:13]2)=[N:4][CH:5]=[C:6]([C:8]([F:11])([F:10])[F:9])[CH:7]=1.C(N(CC)CC)C.[F:25][C:26]1[CH:34]=[CH:33][CH:32]=[C:31]([F:35])[C:27]=1[C:28](Cl)=[O:29].O. (2) Given the product [Cl:1][C:2]1[N:11]=[C:10]([CH2:21][C:20]([O:19][C:15]([CH3:18])([CH3:17])[CH3:16])=[O:23])[C:9]2[C:4](=[CH:5][CH:6]=[CH:7][C:8]=2[F:13])[N:3]=1, predict the reactants needed to synthesize it. The reactants are: [Cl:1][C:2]1[N:11]=[C:10](Cl)[C:9]2[C:4](=[CH:5][CH:6]=[CH:7][C:8]=2[F:13])[N:3]=1.[Cl-].[C:15]([O:19][C:20](=[O:23])[CH2:21][Zn+])([CH3:18])([CH3:17])[CH3:16].C1(P(C2CCCCC2)C2C=CC=CC=2C2C(OC)=CC=CC=2OC)CCCCC1. (3) Given the product [Cl:1][C:2]1[CH:7]=[CH:6][C:5]([CH:8]=[CH:9][C:10]2[O:11][CH:12]=[C:13]([CH2:15][O:16][C:25]3[N:30]=[CH:29][C:28]([CH2:31][CH2:32][CH2:33][CH2:34][N:35]4[CH:39]=[CH:38][N:37]=[N:36]4)=[CH:27][N:26]=3)[N:14]=2)=[C:4]([F:17])[CH:3]=1, predict the reactants needed to synthesize it. The reactants are: [Cl:1][C:2]1[CH:7]=[CH:6][C:5]([CH:8]=[CH:9][C:10]2[O:11][CH:12]=[C:13]([CH2:15][OH:16])[N:14]=2)=[C:4]([F:17])[CH:3]=1.CC(C)([O-])C.[Na+].Cl[C:25]1[N:30]=[CH:29][C:28]([CH2:31][CH2:32][CH2:33][CH2:34][N:35]2[CH:39]=[CH:38][N:37]=[N:36]2)=[CH:27][N:26]=1.C(OCC)(=O)C. (4) Given the product [CH2:16]([NH:15][C:7]1([CH3:14])[CH2:8][C:9]2[C:5](=[CH:4][C:3]([CH2:1][CH3:2])=[C:11]([CH2:12][CH3:13])[CH:10]=2)[CH2:6]1)[C:17]1[CH:18]=[CH:19][CH:20]=[CH:21][CH:22]=1, predict the reactants needed to synthesize it. The reactants are: [CH2:1]([C:3]1[CH:4]=[C:5]2[C:9](=[CH:10][C:11]=1[CH2:12][CH3:13])[CH2:8][C:7]([NH:15][C:16](=O)[C:17]1[CH:22]=[CH:21][CH:20]=[CH:19][CH:18]=1)([CH3:14])[CH2:6]2)[CH3:2].C(NC1CC2C(=CC(CC)=C(CC)C=2)C1)C1C=CC=CC=1.